Predict the reactants needed to synthesize the given product. From a dataset of Full USPTO retrosynthesis dataset with 1.9M reactions from patents (1976-2016). (1) Given the product [ClH:18].[CH2:8]1[C:7]2([CH2:10][CH:4]([C:1]([NH2:2])=[O:3])[NH:5][CH2:6]2)[CH2:9]1, predict the reactants needed to synthesize it. The reactants are: [C:1]([CH:4]1[CH2:10][C:7]2([CH2:9][CH2:8]2)[CH2:6][N:5]1C(OC(C)(C)C)=O)(=[O:3])[NH2:2].[ClH:18]. (2) Given the product [CH:14]([NH:13][C:11]1[C:5]([C:6]([O:8][CH2:9][CH3:10])=[O:7])=[CH:4][N:3]=[C:2]([N:20]([O:19][CH3:18])[CH3:21])[CH:12]=1)([CH3:16])[CH3:15], predict the reactants needed to synthesize it. The reactants are: Cl[C:2]1[CH:12]=[C:11]([NH:13][CH:14]([CH3:16])[CH3:15])[C:5]([C:6]([O:8][CH2:9][CH3:10])=[O:7])=[CH:4][N:3]=1.Cl.[CH3:18][O:19][NH:20][CH3:21].C([O-])([O-])=O.[Na+].[Na+]. (3) The reactants are: [CH3:1][O:2][C:3](=[O:18])[CH:4]([C:11]1[CH:16]=[CH:15][C:14](I)=[CH:13][CH:12]=1)[CH2:5][CH:6]1[CH2:10][CH2:9][CH2:8][CH2:7]1.[CH2:19]([N:22]1[CH2:27][CH2:26][O:25][CH2:24][CH2:23]1)[C:20]#[CH:21]. Given the product [CH3:1][O:2][C:3](=[O:18])[CH:4]([C:11]1[CH:16]=[CH:15][C:14]([C:21]#[C:20][CH2:19][N:22]2[CH2:27][CH2:26][O:25][CH2:24][CH2:23]2)=[CH:13][CH:12]=1)[CH2:5][CH:6]1[CH2:10][CH2:9][CH2:8][CH2:7]1, predict the reactants needed to synthesize it. (4) The reactants are: C(O[C:4]([C:6]1[CH:11]=[CH:10][CH:9]=[CH:8][N:7]=1)=[O:5])C.[CH3:12][C:13]([CH3:15])=[O:14].[H-].[Na+]. Given the product [N:7]1[CH:8]=[CH:9][CH:10]=[CH:11][C:6]=1[C:4](=[O:5])[CH2:6][C:4](=[O:5])[CH2:12][C:13]([C:15]1[CH:11]=[CH:10][CH:9]=[CH:8][N:7]=1)=[O:14], predict the reactants needed to synthesize it. (5) Given the product [N:1]([CH2:4][CH:5]1[O:10][C:9]2[C:11]([C:28]3[CH:29]=[C:24]([Cl:23])[CH:25]=[CH:26][C:27]=3[Cl:30])=[CH:12][CH:13]=[CH:14][C:8]=2[N:7]([C:16]([O:18][C:19]([CH3:22])([CH3:21])[CH3:20])=[O:17])[CH2:6]1)=[N+:2]=[N-:3], predict the reactants needed to synthesize it. The reactants are: [N:1]([CH2:4][CH:5]1[O:10][C:9]2[C:11](Br)=[CH:12][CH:13]=[CH:14][C:8]=2[N:7]([C:16]([O:18][C:19]([CH3:22])([CH3:21])[CH3:20])=[O:17])[CH2:6]1)=[N+:2]=[N-:3].[Cl:23][C:24]1[CH:29]=[CH:28][C:27]([Cl:30])=[CH:26][C:25]=1B(O)O.C(=O)([O-])[O-].[K+].[K+]. (6) Given the product [C:1]1([C:7]2[N:11]3[CH2:12][CH2:13][NH:14][CH2:15][C:10]3=[N:9][CH:8]=2)[CH:2]=[CH:3][CH:4]=[CH:5][CH:6]=1, predict the reactants needed to synthesize it. The reactants are: [C:1]1([C:7]2[N:11]3[CH:12]=[CH:13][N:14]=[CH:15][C:10]3=[N:9][CH:8]=2)[CH:6]=[CH:5][CH:4]=[CH:3][CH:2]=1.